This data is from Reaction yield outcomes from USPTO patents with 853,638 reactions. The task is: Predict the reaction yield, written as a fraction of the theoretical maximum amount of product (1.0 means a 100% yield; for example, 0.34 means a 34% yield). The reactants are Cl[CH2:2][C:3]([OH:5])=[O:4].[OH-].[Na+].[NH:8]1[C:12]2[CH:13]=[CH:14][CH:15]=[CH:16][C:11]=2[N:10]=[N:9]1.Cl. The catalyst is O. The product is [N:8]1([CH2:2][C:3]([OH:5])=[O:4])[C:12]2[CH:13]=[CH:14][CH:15]=[CH:16][C:11]=2[N:10]=[N:9]1. The yield is 0.700.